From a dataset of TCR-epitope binding with 47,182 pairs between 192 epitopes and 23,139 TCRs. Binary Classification. Given a T-cell receptor sequence (or CDR3 region) and an epitope sequence, predict whether binding occurs between them. (1) The epitope is PROT_97E67BCC. The TCR CDR3 sequence is CASSVLRGRNEQFF. Result: 1 (the TCR binds to the epitope). (2) The epitope is NLWNTFTRL. The TCR CDR3 sequence is CASTLASSTDTQYF. Result: 1 (the TCR binds to the epitope). (3) The epitope is GILGFVFTL. The TCR CDR3 sequence is CASSHGSYGYTF. Result: 1 (the TCR binds to the epitope). (4) The epitope is SFHSLHLLF. The TCR CDR3 sequence is CASSLDVPGPYEQYF. Result: 1 (the TCR binds to the epitope). (5) The epitope is KPLEFGATSAAL. The TCR CDR3 sequence is CASSHLDTEAFF. Result: 1 (the TCR binds to the epitope).